Task: Regression. Given two drug SMILES strings and cell line genomic features, predict the synergy score measuring deviation from expected non-interaction effect.. Dataset: NCI-60 drug combinations with 297,098 pairs across 59 cell lines Drug 1: C#CCC(CC1=CN=C2C(=N1)C(=NC(=N2)N)N)C3=CC=C(C=C3)C(=O)NC(CCC(=O)O)C(=O)O. Cell line: SW-620. Synergy scores: CSS=4.87, Synergy_ZIP=-2.20, Synergy_Bliss=-0.190, Synergy_Loewe=0.197, Synergy_HSA=-0.710. Drug 2: CC12CCC3C(C1CCC2OP(=O)(O)O)CCC4=C3C=CC(=C4)OC(=O)N(CCCl)CCCl.[Na+].